Task: Predict the reaction yield, written as a fraction of the theoretical maximum amount of product (1.0 means a 100% yield; for example, 0.34 means a 34% yield).. Dataset: Reaction yield outcomes from USPTO patents with 853,638 reactions The reactants are Br[C:2]1[C:7]([F:8])=[CH:6][CH:5]=[CH:4][C:3]=1[NH:9][C:10](=[O:14])[CH2:11][CH2:12][CH3:13].[CH3:15][C:16]([CH3:21])([CH3:20])[C:17]#[C:18]C. The catalyst is CCN(CC)CC.[Cu]I.Cl[Pd](Cl)([P](C1C=CC=CC=1)(C1C=CC=CC=1)C1C=CC=CC=1)[P](C1C=CC=CC=1)(C1C=CC=CC=1)C1C=CC=CC=1. The product is [CH3:15][C:16]([CH3:21])([CH3:20])[C:17]#[C:18][C:2]1[C:7]([F:8])=[CH:6][CH:5]=[CH:4][C:3]=1[NH:9][C:10](=[O:14])[CH2:11][CH2:12][CH3:13]. The yield is 0.550.